From a dataset of Forward reaction prediction with 1.9M reactions from USPTO patents (1976-2016). Predict the product of the given reaction. (1) The product is: [CH3:31][C:12]1[CH:11]=[C:10]([N:9]2[CH2:4][CH2:5][NH:6][C:7]2=[O:8])[CH:15]=[CH:14][C:13]=1[O:16][C:17]1[C:22]([C:23]2[CH:28]=[CH:27][N:26]=[C:25]([NH:29][CH3:30])[N:24]=2)=[CH:21][CH:20]=[CH:19][N:18]=1. Given the reactants [H-].[Na+].Cl[CH2:4][CH2:5][NH:6][C:7]([NH:9][C:10]1[CH:15]=[CH:14][C:13]([O:16][C:17]2[C:22]([C:23]3[CH:28]=[CH:27][N:26]=[C:25]([NH:29][CH3:30])[N:24]=3)=[CH:21][CH:20]=[CH:19][N:18]=2)=[C:12]([CH3:31])[CH:11]=1)=[O:8], predict the reaction product. (2) The product is: [CH3:23][N:25]([CH3:27])[CH:26]=[C:3]([C:2](=[O:1])[C:9]1[CH:14]=[CH:13][C:12]([O:15][C:16]2[CH:21]=[CH:20][CH:19]=[CH:18][CH:17]=2)=[CH:11][CH:10]=1)[C:4]([O:6][CH2:7][CH3:8])=[O:5]. Given the reactants [O:1]=[C:2]([C:9]1[CH:14]=[CH:13][C:12]([O:15][C:16]2[CH:21]=[CH:20][CH:19]=[CH:18][CH:17]=2)=[CH:11][CH:10]=1)[CH2:3][C:4]([O:6][CH2:7][CH3:8])=[O:5].C[C:23]([N:25]([CH3:27])[CH3:26])=O.[CH3:23][N:25]([CH:27]=O)[CH3:26], predict the reaction product. (3) Given the reactants [CH2:1]([N:3]1[CH2:7][CH2:6][CH2:5][C@@H:4]1[CH2:8][NH:9][C:10]([C:12]1[N:13]=[N:14][C:15]([CH2:31][CH2:32][CH2:33][CH3:34])=[C:16]([C:18]2[CH:23]=[CH:22][C:21]([O:24][CH:25]3[CH2:30][CH2:29][CH2:28][CH2:27][CH2:26]3)=[CH:20][CH:19]=2)[CH:17]=1)=[O:11])[CH3:2].[ClH:35], predict the reaction product. The product is: [ClH:35].[ClH:35].[CH2:1]([N:3]1[CH2:7][CH2:6][CH2:5][C@@H:4]1[CH2:8][NH:9][C:10]([C:12]1[N:13]=[N:14][C:15]([CH2:31][CH2:32][CH2:33][CH3:34])=[C:16]([C:18]2[CH:19]=[CH:20][C:21]([O:24][CH:25]3[CH2:30][CH2:29][CH2:28][CH2:27][CH2:26]3)=[CH:22][CH:23]=2)[CH:17]=1)=[O:11])[CH3:2]. (4) Given the reactants [CH2:1]([CH:8]1[NH:13][C:12](=O)[CH2:11][NH:10][C:9]1=O)[C:2]1[CH:7]=[CH:6][CH:5]=[CH:4][CH:3]=1.[H-].[Al+3].[Li+].[H-].[H-].[H-].O, predict the reaction product. The product is: [CH2:1]([CH:8]1[NH:13][CH2:12][CH2:11][NH:10][CH2:9]1)[C:2]1[CH:3]=[CH:4][CH:5]=[CH:6][CH:7]=1.